Task: Predict the reactants needed to synthesize the given product.. Dataset: Full USPTO retrosynthesis dataset with 1.9M reactions from patents (1976-2016) (1) Given the product [CH2:22]([NH:29][CH:18]1[CH2:19][CH2:20][CH:15]([N:8]2[C:9]3=[C:14]4[C:13](=[CH:12][CH:11]=[CH:10]3)[C:2]([NH2:1])=[N:3][CH:4]=[C:5]4[CH2:6][CH2:7]2)[CH2:16][CH2:17]1)[C:23]1[CH:28]=[CH:27][CH:26]=[CH:25][CH:24]=1, predict the reactants needed to synthesize it. The reactants are: [NH2:1][C:2]1[C:13]2[C:14]3[C:5]([CH2:6][CH2:7][N:8]([CH:15]4[CH2:20][CH2:19][C:18](=O)[CH2:17][CH2:16]4)[C:9]=3[CH:10]=[CH:11][CH:12]=2)=[CH:4][N:3]=1.[CH2:22]([NH2:29])[C:23]1[CH:28]=[CH:27][CH:26]=[CH:25][CH:24]=1. (2) Given the product [C:1]([CH:3]1[CH2:8][CH2:7][N:6]([C:9](=[O:44])[C@H:10]([NH:14][C:15]([C:17]2[C:25]3[C:20](=[N:21][CH:22]=[C:23]([C:26]4[CH:31]=[C:30]([C:32]([CH3:34])([CH3:33])[CH3:35])[CH:29]=[CH:28][N:27]=4)[N:24]=3)[NH:19][CH:18]=2)=[O:16])[CH:11]2[CH2:12][CH2:13]2)[CH2:5][CH2:4]1)#[N:2], predict the reactants needed to synthesize it. The reactants are: [C:1]([CH:3]1[CH2:8][CH2:7][N:6]([C:9](=[O:44])[C@H:10]([NH:14][C:15]([C:17]2[C:25]3[C:20](=[N:21][CH:22]=[C:23]([C:26]4[CH:31]=[C:30]([C:32]([CH3:35])([CH3:34])[CH3:33])[CH:29]=[CH:28][N:27]=4)[N:24]=3)[N:19](COCC[Si](C)(C)C)[CH:18]=2)=[O:16])[CH:11]2[CH2:13][CH2:12]2)[CH2:5][CH2:4]1)#[N:2].FC(F)(F)C(O)=O. (3) The reactants are: [Si:1]([O:8][CH2:9][CH:10]([NH:20][C:21]([C:23]1[N:24]=[C:25]([N:28]2[CH2:31][CH:30](OS(C)(=O)=O)[CH2:29]2)[S:26][CH:27]=1)=[O:22])[CH2:11][O:12][Si:13]([C:16]([CH3:19])([CH3:18])[CH3:17])([CH3:15])[CH3:14])([C:4]([CH3:7])([CH3:6])[CH3:5])([CH3:3])[CH3:2].[C:37]([O-:40])(=[S:39])[CH3:38].[K+]. Given the product [C:37]([S:39][CH:30]1[CH2:31][N:28]([C:25]2[S:26][CH:27]=[C:23]([C:21](=[O:22])[NH:20][CH:10]([CH2:9][O:8][Si:1]([C:4]([CH3:7])([CH3:5])[CH3:6])([CH3:3])[CH3:2])[CH2:11][O:12][Si:13]([C:16]([CH3:19])([CH3:18])[CH3:17])([CH3:14])[CH3:15])[N:24]=2)[CH2:29]1)(=[O:40])[CH3:38], predict the reactants needed to synthesize it. (4) Given the product [C:18]([O:21][C:22]([NH:1][C@@H:2]([CH2:6][CH2:7][C:8]([O:10][CH3:11])=[O:9])[C:3]([OH:5])=[O:4])=[O:23])([CH3:20])([CH3:19])[CH3:17], predict the reactants needed to synthesize it. The reactants are: [NH2:1][C@@H:2]([CH2:6][CH2:7][C:8]([O:10][CH3:11])=[O:9])[C:3]([OH:5])=[O:4].C([O-])(O)=O.[Na+].[CH3:17][C:18]([O:21][C:22](O[C:22]([O:21][C:18]([CH3:20])([CH3:19])[CH3:17])=[O:23])=[O:23])([CH3:20])[CH3:19]. (5) Given the product [CH3:24][O:19][C:18]([C@@H:17]1[CH2:16][C:15]2[C:10](=[CH:11][C:12]([OH:21])=[CH:13][CH:14]=2)[CH2:9][N:8]1[C:6]([O:5][C:1]([CH3:4])([CH3:2])[CH3:3])=[O:7])=[O:20], predict the reactants needed to synthesize it. The reactants are: [C:1]([O:5][C:6]([N:8]1[C@H:17]([C:18]([OH:20])=[O:19])[CH2:16][C:15]2[C:10](=[CH:11][C:12]([OH:21])=[CH:13][CH:14]=2)[CH2:9]1)=[O:7])([CH3:4])([CH3:3])[CH3:2].IC.[CH:24](N(C(C)C)CC)(C)C.O. (6) Given the product [O:1]1[CH2:6][CH2:5][O:4][C:3]2[CH:7]=[C:8]([CH2:11][OH:12])[CH:9]=[CH:10][C:2]1=2, predict the reactants needed to synthesize it. The reactants are: [O:1]1[CH2:6][CH2:5][O:4][C:3]2[CH:7]=[C:8]([CH:11]=[O:12])[CH:9]=[CH:10][C:2]1=2.[BH4-].[Na+].Cl. (7) Given the product [O:20]1[CH2:21][CH2:22][N:17]([C:4]2[C:5]3[S:10][CH:9]=[C:8]([C:11]4[CH:12]=[N:13][CH:14]=[CH:15][CH:16]=4)[C:6]=3[N:7]=[C:2]([C:31]3[CH:32]=[N:33][C:34]([NH2:37])=[N:35][CH:36]=3)[N:3]=2)[CH2:18][CH2:19]1, predict the reactants needed to synthesize it. The reactants are: Cl[C:2]1[N:3]=[C:4]([N:17]2[CH2:22][CH2:21][O:20][CH2:19][CH2:18]2)[C:5]2[S:10][CH:9]=[C:8]([C:11]3[CH:12]=[N:13][CH:14]=[CH:15][CH:16]=3)[C:6]=2[N:7]=1.CC1(C)C(C)(C)OB([C:31]2[CH:32]=[N:33][C:34]([NH2:37])=[N:35][CH:36]=2)O1. (8) Given the product [C:1]1([C:28]2[CH:29]=[CH:30][CH:31]=[CH:32][CH:33]=2)[CH:6]=[CH:5][C:4]([C:7]([N:9]2[CH2:14][CH2:13][CH:12]([C:15]3[NH:19][C:18]4[CH:20]=[CH:21][C:22]([C:24]([NH:35][CH3:34])=[O:26])=[CH:23][C:17]=4[N:16]=3)[CH2:11][CH2:10]2)=[O:8])=[CH:3][CH:2]=1, predict the reactants needed to synthesize it. The reactants are: [C:1]1([C:28]2[CH:33]=[CH:32][CH:31]=[CH:30][CH:29]=2)[CH:6]=[CH:5][C:4]([C:7]([N:9]2[CH2:14][CH2:13][CH:12]([C:15]3[NH:19][C:18]4[CH:20]=[CH:21][C:22]([C:24]([O:26]C)=O)=[CH:23][C:17]=4[N:16]=3)[CH2:11][CH2:10]2)=[O:8])=[CH:3][CH:2]=1.[CH3:34][NH2:35].